From a dataset of Forward reaction prediction with 1.9M reactions from USPTO patents (1976-2016). Predict the product of the given reaction. (1) Given the reactants [OH:1][N:2]=[C:3]([C:5]1[CH:10]=[CH:9][N:8]=[N:7][CH:6]=1)[NH2:4].[C:11]([C:13]1[CH:14]=[C:15]([CH:19]=[CH:20][CH:21]=1)[C:16](Cl)=O)#[N:12].N, predict the reaction product. The product is: [N:8]1[CH:9]=[CH:10][C:5]([C:3]2[N:4]=[C:16]([C:15]3[CH:14]=[C:13]([CH:21]=[CH:20][CH:19]=3)[C:11]#[N:12])[O:1][N:2]=2)=[CH:6][N:7]=1. (2) Given the reactants [C:1]([O:5][C:6]([N:8]1[CH2:13][CH2:12][N:11]([S:14]([C:17]2[CH:18]=[C:19]([CH:23]=[CH:24][C:25]=2[O:26][C:27]2[CH:32]=[C:31]([CH3:33])[CH:30]=[C:29]([CH3:34])[CH:28]=2)[C:20]([OH:22])=O)(=[O:16])=[O:15])[CH2:10][CH2:9]1)=[O:7])([CH3:4])([CH3:3])[CH3:2].[NH3:35], predict the reaction product. The product is: [NH2:35][C:20]([C:19]1[CH:23]=[CH:24][C:25]([O:26][C:27]2[CH:32]=[C:31]([CH3:33])[CH:30]=[C:29]([CH3:34])[CH:28]=2)=[C:17]([S:14]([N:11]2[CH2:10][CH2:9][N:8]([C:6]([O:5][C:1]([CH3:2])([CH3:3])[CH3:4])=[O:7])[CH2:13][CH2:12]2)(=[O:15])=[O:16])[CH:18]=1)=[O:22]. (3) Given the reactants [N:1]1([C:7]2[CH:12]=[CH:11][C:10]([N:13]3[CH2:18][CH2:17][O:16][CH2:15][C:14]3=[O:19])=[CH:9][CH:8]=2)[CH2:6][CH2:5][NH:4][CH2:3][CH2:2]1.CC1C=CC(S(O[CH2:31][CH2:32][CH2:33][C:34]2[C:42]3[C:37](=[CH:38][CH:39]=[C:40]([C:43]#[N:44])[CH:41]=3)[NH:36][CH:35]=2)(=O)=O)=CC=1.C(=O)([O-])[O-].[K+].[K+].[I-].[K+], predict the reaction product. The product is: [O:19]=[C:14]1[N:13]([C:10]2[CH:9]=[CH:8][C:7]([N:1]3[CH2:6][CH2:5][N:4]([CH2:31][CH2:32][CH2:33][C:34]4[C:42]5[C:37](=[CH:38][CH:39]=[C:40]([C:43]#[N:44])[CH:41]=5)[NH:36][CH:35]=4)[CH2:3][CH2:2]3)=[CH:12][CH:11]=2)[CH2:18][CH2:17][O:16][CH2:15]1. (4) Given the reactants [O:1]=[C:2]1[NH:6][C:5]2[S:7][C:8]([C:10]#[N:11])=[CH:9][C:4]=2[CH2:3]1.[NH:12]1[CH:16]=[CH:15][CH:14]=[C:13]1[CH:17]=O, predict the reaction product. The product is: [O:1]=[C:2]1[NH:6][C:5]2[S:7][C:8]([C:10]#[N:11])=[CH:9][C:4]=2/[C:3]/1=[CH:17]/[C:13]1[NH:12][CH:16]=[CH:15][CH:14]=1. (5) Given the reactants [H-].[Na+].Cl[CH2:4][CH2:5][S:6](Cl)(=[O:8])=[O:7].[F:10][C:11]([F:31])([C:25]1[CH:30]=[CH:29][CH:28]=[CH:27][CH:26]=1)[C:12]1[CH:17]=[CH:16][C:15]([C:18]2[C:19]([NH2:24])=[N:20][CH:21]=[CH:22][CH:23]=2)=[CH:14][CH:13]=1, predict the reaction product. The product is: [F:31][C:11]([F:10])([C:25]1[CH:26]=[CH:27][CH:28]=[CH:29][CH:30]=1)[C:12]1[CH:13]=[CH:14][C:15]([C:18]2[C:19]3=[N:24][S:6](=[O:8])(=[O:7])[CH2:5][CH2:4][N:20]3[CH:21]=[CH:22][CH:23]=2)=[CH:16][CH:17]=1.